Dataset: Forward reaction prediction with 1.9M reactions from USPTO patents (1976-2016). Task: Predict the product of the given reaction. (1) Given the reactants [C:1]([O:5][C:6]([N:8]1[CH2:13][CH2:12][N:11]([C:14]([O:16][C:17]([CH3:20])([CH3:19])[CH3:18])=[O:15])[CH2:10][C@@H:9]1[CH2:21][CH2:22][CH2:23][C:24]([O:26]CC)=[O:25])=[O:7])([CH3:4])([CH3:3])[CH3:2].[OH-].[Na+], predict the reaction product. The product is: [C:1]([O:5][C:6]([N:8]1[CH2:13][CH2:12][N:11]([C:14]([O:16][C:17]([CH3:18])([CH3:19])[CH3:20])=[O:15])[CH2:10][C@@H:9]1[CH2:21][CH2:22][CH2:23][C:24]([OH:26])=[O:25])=[O:7])([CH3:4])([CH3:2])[CH3:3]. (2) Given the reactants [C:1]([O:5][C:6]([NH:8][CH:9]([C:13]1[CH:18]=[CH:17][CH:16]=[C:15]([F:19])[CH:14]=1)[C:10]([OH:12])=[O:11])=[O:7])([CH3:4])([CH3:3])[CH3:2].C(=NC1CCCCC1)=NC1CCCCC1.N1(O)C2C=CC=CC=2N=N1.[N:45]12[CH2:52][CH2:51][CH:48]([CH2:49][CH2:50]1)[C@@H:47](O)[CH2:46]2, predict the reaction product. The product is: [C:1]([O:5][C:6]([NH:8][CH:9]([C:13]1[CH:18]=[CH:17][CH:16]=[C:15]([F:19])[CH:14]=1)[C:10]([O:12][C@@H:47]1[CH:48]2[CH2:51][CH2:52][N:45]([CH2:50][CH2:49]2)[CH2:46]1)=[O:11])=[O:7])([CH3:4])([CH3:2])[CH3:3]. (3) Given the reactants [OH:1][CH:2]([CH:13]1[CH2:18][CH2:17][NH:16][CH2:15][CH2:14]1)[C:3]1[CH:8]=[CH:7][CH:6]=[C:5]([O:9][CH3:10])[C:4]=1[O:11][CH3:12], predict the reaction product. The product is: [CH3:12][O:11][C:4]1[C:5]([O:9][CH3:10])=[CH:6][CH:7]=[CH:8][C:3]=1[C@@H:2]([CH:13]1[CH2:14][CH2:15][NH:16][CH2:17][CH2:18]1)[OH:1].